Dataset: Full USPTO retrosynthesis dataset with 1.9M reactions from patents (1976-2016). Task: Predict the reactants needed to synthesize the given product. (1) Given the product [C:12]([CH2:13][NH:14][C:1](=[O:9])[C:2]1[CH:3]=[CH:4][N:5]=[CH:6][CH:7]=1)#[N:11], predict the reactants needed to synthesize it. The reactants are: [C:1]([OH:9])(=O)[C:2]1[CH:7]=[CH:6][N:5]=[CH:4][CH:3]=1.Cl.[NH2:11][CH2:12][C:13]#[N:14].O.N1(O)C2C=CC=CC=2N=N1.Cl.C(N=C=NCCCN(C)C)C.C(N(C(C)C)C(C)C)C.ClCCl. (2) The reactants are: [C:1]([N:8]1[CH2:12][CH2:11][CH2:10][CH:9]1[CH2:13][C:14]#[N:15])(OC(C)(C)C)=[O:2].[C:16](O)(C(F)(F)F)=O. Given the product [C:1]([N:8]1[CH2:12][CH2:11][CH2:10][C@H:9]1[CH2:13][C:14]#[N:15])(=[O:2])[CH3:16], predict the reactants needed to synthesize it.